This data is from Catalyst prediction with 721,799 reactions and 888 catalyst types from USPTO. The task is: Predict which catalyst facilitates the given reaction. (1) Reactant: [CH:1]1([NH:7][C:8]([C:10]2O[C:12]([CH3:25])=[CH:13][C:14](=[O:24])[C:15]=2[O:16][CH2:17][C:18]2[CH:23]=[CH:22][CH:21]=[CH:20][CH:19]=2)=[O:9])[CH2:6][CH2:5][CH2:4][CH2:3][CH2:2]1.[CH3:26][NH2:27]. Product: [CH:1]1([NH:7][C:8]([C:10]2[N:27]([CH3:26])[C:12]([CH3:25])=[CH:13][C:14](=[O:24])[C:15]=2[O:16][CH2:17][C:18]2[CH:23]=[CH:22][CH:21]=[CH:20][CH:19]=2)=[O:9])[CH2:6][CH2:5][CH2:4][CH2:3][CH2:2]1. The catalyst class is: 5. (2) Reactant: [NH2:1][C:2]1[N:7]=[CH:6][C:5]([C:8]([N:10]=[S:11]([CH2:21][CH2:22][CH2:23][CH2:24][C:25]([O:27][CH3:28])=[O:26])([CH2:13][CH2:14][CH2:15][CH2:16][C:17]([O:19][CH3:20])=[O:18])=[O:12])=[O:9])=[CH:4][C:3]=1[C:29]#[C:30][C:31]1[CH:36]=[CH:35][CH:34]=[C:33]([NH2:37])[CH:32]=1.[C:38]1([CH3:47])[CH:43]=[CH:42][CH:41]=[C:40]([C:44](O)=[O:45])[CH:39]=1.CCN(C(C)C)C(C)C.F[P-](F)(F)(F)(F)F.N1(O[P+](N(C)C)(N(C)C)N(C)C)C2C=CC=CC=2N=N1. Product: [NH2:1][C:2]1[N:7]=[CH:6][C:5]([C:8]([N:10]=[S:11]([CH2:21][CH2:22][CH2:23][CH2:24][C:25]([O:27][CH3:28])=[O:26])([CH2:13][CH2:14][CH2:15][CH2:16][C:17]([O:19][CH3:20])=[O:18])=[O:12])=[O:9])=[CH:4][C:3]=1[C:29]#[C:30][C:31]1[CH:36]=[CH:35][CH:34]=[C:33]([NH:37][C:44](=[O:45])[C:40]2[CH:41]=[CH:42][CH:43]=[C:38]([CH3:47])[CH:39]=2)[CH:32]=1. The catalyst class is: 31. (3) Reactant: [CH:1]1([C:4]2[C:5]([N:27]3[CH2:32][CH2:31][CH2:30][C@H:29]([NH:33]C(=O)OC(C)(C)C)[CH2:28]3)=[N:6][C:7]([N:10]3[C:18]4[CH:17]=[C:16]([C:19]5[CH:20]=[N:21][CH:22]=[C:23]([CH2:25][CH3:26])[CH:24]=5)[N:15]=[CH:14][C:13]=4[CH:12]=[N:11]3)=[CH:8][CH:9]=2)[CH2:3][CH2:2]1.Cl. Product: [CH:1]1([C:4]2[C:5]([N:27]3[CH2:32][CH2:31][CH2:30][C@H:29]([NH2:33])[CH2:28]3)=[N:6][C:7]([N:10]3[C:18]4[CH:17]=[C:16]([C:19]5[CH:20]=[N:21][CH:22]=[C:23]([CH2:25][CH3:26])[CH:24]=5)[N:15]=[CH:14][C:13]=4[CH:12]=[N:11]3)=[CH:8][CH:9]=2)[CH2:3][CH2:2]1. The catalyst class is: 71. (4) Reactant: [CH3:1][CH2:2][O:3][C:4]1[N:12]([CH2:13][C:14]2[CH:19]=[CH:18][C:17]([C:20]3[C:25]([C:26]4[N:30](C(C5C=CC=CC=5)(C5C=CC=CC=5)C5C=CC=CC=5)[N:29]=[N:28][N:27]=4)=[CH:24][CH:23]=[CH:22][CH:21]=3)=[CH:16][CH:15]=2)[C:11]2[C:6](=[CH:7][CH:8]=[CH:9][C:10]=2[C:50]([O:52][CH:53]([O:55][C:56]([O:58][CH:59]2[CH2:64][CH2:63][CH2:62][CH2:61][CH2:60]2)=[O:57])[CH3:54])=[O:51])[N:5]=1.CS(O)(=O)=O.O.C([O-])(O)=O.[Na+]. Product: [CH3:1][CH2:2][O:3][C:4]1[N:12]([CH2:13][C:14]2[CH:19]=[CH:18][C:17]([C:20]3[CH:21]=[CH:22][CH:23]=[CH:24][C:25]=3[C:26]3[N:27]=[N:28][NH:29][N:30]=3)=[CH:16][CH:15]=2)[C:11]2[C:10]([C:50]([O:52][CH:53]([O:55][C:56]([O:58][CH:59]3[CH2:60][CH2:61][CH2:62][CH2:63][CH2:64]3)=[O:57])[CH3:54])=[O:51])=[CH:9][CH:8]=[CH:7][C:6]=2[N:5]=1. The catalyst class is: 98. (5) The catalyst class is: 97. Product: [F:1][C:2]([C:5]1[CH:6]=[C:7]([CH:8]=[CH:9][CH:10]=1)[NH2:11])([F:4])[CH3:3]. Reactant: [F:1][C:2]([C:5]1[CH:10]=[CH:9][CH:8]=[C:7]([N+:11]([O-])=O)[CH:6]=1)([F:4])[CH3:3].O.O.[Sn](Cl)(Cl)(Cl)Cl.[OH-].[Na+].C(=O)([O-])O.[Na+]. (6) Reactant: [NH2:1][C@:2]12[CH2:43][CH2:42][C@@H:41]([C:44]([CH3:46])=[CH2:45])[C@@H:3]1[C@@H:4]1[C@@:17]([CH3:20])([CH2:18][CH2:19]2)[C@@:16]2([CH3:21])[C@@H:7]([C@:8]3([CH3:40])[C@@H:13]([CH2:14][CH2:15]2)[C:12]([CH3:23])([CH3:22])[C:11]([C:24]2[CH2:29][CH2:28][C@@H:27]([C:30]([O:32][CH2:33][C:34]4[CH:39]=[CH:38][CH:37]=[CH:36][CH:35]=4)=[O:31])[CH2:26][CH:25]=2)=[CH:10][CH2:9]3)[CH2:6][CH2:5]1.Br[CH2:48][CH2:49]Cl.P(=O)(O)(O)O.[K]. Product: [N:1]1([C@:2]23[CH2:43][CH2:42][C@@H:41]([C:44]([CH3:46])=[CH2:45])[C@@H:3]2[C@@H:4]2[C@@:17]([CH3:20])([CH2:18][CH2:19]3)[C@@:16]3([CH3:21])[C@@H:7]([C@:8]4([CH3:40])[C@@H:13]([CH2:14][CH2:15]3)[C:12]([CH3:23])([CH3:22])[C:11]([C:24]3[CH2:29][CH2:28][C@@H:27]([C:30]([O:32][CH2:33][C:34]5[CH:35]=[CH:36][CH:37]=[CH:38][CH:39]=5)=[O:31])[CH2:26][CH:25]=3)=[CH:10][CH2:9]4)[CH2:6][CH2:5]2)[CH2:49][CH2:48]1. The catalyst class is: 10.